This data is from Reaction yield outcomes from USPTO patents with 853,638 reactions. The task is: Predict the reaction yield, written as a fraction of the theoretical maximum amount of product (1.0 means a 100% yield; for example, 0.34 means a 34% yield). (1) The catalyst is C(#N)C. The reactants are Cl[CH2:2][C:3]([NH:5][C:6]1[CH:11]=[CH:10][C:9]([F:12])=[CH:8][C:7]=1[OH:13])=[O:4].CCN(C(C)C)C(C)C. The yield is 0.780. The product is [F:12][C:9]1[CH:10]=[CH:11][C:6]2[NH:5][C:3](=[O:4])[CH2:2][O:13][C:7]=2[CH:8]=1. (2) The reactants are [NH2:1][C:2]1[C:7]([C:8]([C:10]2[C:15]([O:16]C)=[C:14]([O:18]C)[CH:13]=[C:12]([F:20])[C:11]=2[F:21])=[O:9])=[CH:6][N:5]=[C:4]([NH:22][CH:23]2[CH2:28][CH2:27][N:26]([S:29]([CH3:32])(=[O:31])=[O:30])[CH2:25][CH2:24]2)[N:3]=1.B(Br)(Br)Br. The catalyst is C(Cl)Cl. The product is [NH2:1][C:2]1[C:7]([C:8]([C:10]2[C:15]([OH:16])=[C:14]([OH:18])[CH:13]=[C:12]([F:20])[C:11]=2[F:21])=[O:9])=[CH:6][N:5]=[C:4]([NH:22][CH:23]2[CH2:24][CH2:25][N:26]([S:29]([CH3:32])(=[O:30])=[O:31])[CH2:27][CH2:28]2)[N:3]=1. The yield is 0.520.